From a dataset of Peptide-MHC class II binding affinity with 134,281 pairs from IEDB. Regression. Given a peptide amino acid sequence and an MHC pseudo amino acid sequence, predict their binding affinity value. This is MHC class II binding data. (1) The peptide sequence is RGLKLATALSLSNKF. The MHC is HLA-DQA10301-DQB10302 with pseudo-sequence HLA-DQA10301-DQB10302. The binding affinity (normalized) is 0.719. (2) The peptide sequence is GELQIKDKIDAAFKI. The MHC is DRB1_0401 with pseudo-sequence DRB1_0401. The binding affinity (normalized) is 0.474. (3) The peptide sequence is QAVELTARLNSLGEA. The MHC is DRB1_1101 with pseudo-sequence DRB1_1101. The binding affinity (normalized) is 0.674. (4) The peptide sequence is EIYNMVKFRMIAGQE. The MHC is HLA-DPA10201-DPB10101 with pseudo-sequence HLA-DPA10201-DPB10101. The binding affinity (normalized) is 0.411. (5) The peptide sequence is FLIYITELLKKLQST. The MHC is DRB4_0101 with pseudo-sequence DRB4_0103. The binding affinity (normalized) is 0.573. (6) The peptide sequence is TRLVEDFTEAVANSM. The MHC is DRB1_0101 with pseudo-sequence DRB1_0101. The binding affinity (normalized) is 0.737. (7) The peptide sequence is VCGMFTNRSGSQQ. The MHC is HLA-DPA10201-DPB10501 with pseudo-sequence HLA-DPA10201-DPB10501. The binding affinity (normalized) is 0.